From a dataset of Catalyst prediction with 721,799 reactions and 888 catalyst types from USPTO. Predict which catalyst facilitates the given reaction. (1) Reactant: Br[C:2]1[CH:7]=[CH:6][C:5]([O:8][CH3:9])=[CH:4][CH:3]=1.[Mg].[Br:11][CH2:12][CH2:13][CH2:14][CH2:15]Br.[Li+].[Cl-].[Cl-].[NH4+]. Product: [Br:11][CH2:12][CH2:13][CH2:14][CH2:15][C:2]1[CH:7]=[CH:6][C:5]([O:8][CH3:9])=[CH:4][CH:3]=1. The catalyst class is: 56. (2) Reactant: C[N+]1(C2N=C(OC)N=C(OC)N=2)CCOCC1.[Cl-].[Br:19][C:20]1[CH:29]=[C:28]2[C:23]([CH:24]=[C:25]([S:30]([CH2:33][CH2:34][C:35]([OH:37])=O)(=[O:32])=[O:31])[CH2:26][O:27]2)=[CH:22][CH:21]=1.[CH3:38][NH:39][CH:40]1[CH2:45][CH2:44][N:43]([C:46]2[CH:51]=[CH:50][N:49]=[CH:48][CH:47]=2)[CH2:42][CH2:41]1. Product: [Br:19][C:20]1[CH:29]=[C:28]2[C:23]([CH:24]=[C:25]([S:30]([CH2:33][CH2:34][C:35]([N:39]([CH3:38])[CH:40]3[CH2:41][CH2:42][N:43]([C:46]4[CH:47]=[CH:48][N:49]=[CH:50][CH:51]=4)[CH2:44][CH2:45]3)=[O:37])(=[O:31])=[O:32])[CH2:26][O:27]2)=[CH:22][CH:21]=1. The catalyst class is: 3. (3) Reactant: [Br:1][C:2]1[C:3]([F:12])=[C:4]2[C:10]([NH2:11])=[CH:9][NH:8][C:5]2=[N:6][CH:7]=1.[F:13][C:14]([F:25])([F:24])[C:15]1[CH:16]=[C:17]([CH:21]=[CH:22][CH:23]=1)[C:18](O)=[O:19].C1N(P(Cl)(N2C(=O)OCC2)=O)C(=O)OC1.C(N(CC)CC)C. Product: [Br:1][C:2]1[C:3]([F:12])=[C:4]2[C:10]([NH:11][C:18](=[O:19])[C:17]3[CH:21]=[CH:22][CH:23]=[C:15]([C:14]([F:13])([F:24])[F:25])[CH:16]=3)=[CH:9][NH:8][C:5]2=[N:6][CH:7]=1. The catalyst class is: 2. (4) Reactant: Cl[CH2:2][C:3]([NH:5][C:6]1[CH:11]=[C:10]([C:12]2[NH:20][C:19]3[C:14](=[N:15][CH:16]=[C:17]([Cl:21])[CH:18]=3)[C:13]=2[C:22]2[CH:27]=[CH:26][C:25]([O:28][CH3:29])=[C:24]([CH3:30])[N:23]=2)[CH:9]=[CH:8][N:7]=1)=[O:4].[CH3:31][N:32]1[CH2:37][CH2:36][NH:35][CH2:34][CH2:33]1.C([O-])([O-])=O.[K+].[K+]. The catalyst class is: 31. Product: [Cl:21][C:17]1[CH:18]=[C:19]2[NH:20][C:12]([C:10]3[CH:9]=[CH:8][N:7]=[C:6]([NH:5][C:3](=[O:4])[CH2:2][N:35]4[CH2:36][CH2:37][N:32]([CH3:31])[CH2:33][CH2:34]4)[CH:11]=3)=[C:13]([C:22]3[CH:27]=[CH:26][C:25]([O:28][CH3:29])=[C:24]([CH3:30])[N:23]=3)[C:14]2=[N:15][CH:16]=1. (5) The catalyst class is: 2. Reactant: [CH2:1]([O:3][C:4](=[O:13])[CH2:5][C:6]1[CH:11]=[CH:10][C:9]([NH2:12])=[CH:8][CH:7]=1)[CH3:2].C(N(CC)CC)C.[I:21]Cl. Product: [CH2:1]([O:3][C:4](=[O:13])[CH2:5][C:6]1[CH:7]=[CH:8][C:9]([NH2:12])=[C:10]([I:21])[CH:11]=1)[CH3:2]. (6) Reactant: [Cl:1][C:2]1[N:7]=[C:6](Cl)[C:5]([F:9])=[CH:4][N:3]=1.[C:10]([O:14][C:15](=[O:24])[NH:16][C:17]1[CH:22]=[CH:21][CH:20]=[C:19]([NH2:23])[CH:18]=1)([CH3:13])([CH3:12])[CH3:11].CCN(C(C)C)C(C)C. Product: [Cl:1][C:2]1[N:7]=[C:6]([NH:23][C:19]2[CH:18]=[C:17]([NH:16][C:15](=[O:24])[O:14][C:10]([CH3:12])([CH3:11])[CH3:13])[CH:22]=[CH:21][CH:20]=2)[C:5]([F:9])=[CH:4][N:3]=1. The catalyst class is: 1. (7) Reactant: [OH:1][C:2]1[CH:3]=[C:4]([C:8]2[C:17]3[C:12](=[C:13]([C:18]([F:21])([F:20])[F:19])[CH:14]=[CH:15][CH:16]=3)[N:11]=[CH:10][C:9]=2[C:22]([C:24]2[CH:29]=[CH:28][CH:27]=[CH:26][CH:25]=2)=[O:23])[CH:5]=[CH:6][CH:7]=1.C[O:31][C:32](=[O:43])[C:33]1[CH:38]=[CH:37][C:36]([CH2:39]Br)=[C:35]([O:41][CH3:42])[CH:34]=1.[OH-].[Na+]. Product: [C:22]([C:9]1[CH:10]=[N:11][C:12]2[C:17]([C:8]=1[C:4]1[CH:3]=[C:2]([CH:7]=[CH:6][CH:5]=1)[O:1][CH2:39][C:36]1[CH:37]=[CH:38][C:33]([C:32]([OH:43])=[O:31])=[CH:34][C:35]=1[O:41][CH3:42])=[CH:16][CH:15]=[CH:14][C:13]=2[C:18]([F:21])([F:19])[F:20])(=[O:23])[C:24]1[CH:25]=[CH:26][CH:27]=[CH:28][CH:29]=1. The catalyst class is: 36.